From a dataset of Full USPTO retrosynthesis dataset with 1.9M reactions from patents (1976-2016). Predict the reactants needed to synthesize the given product. (1) Given the product [F:1][C:2]1[CH:3]=[CH:4][C:5]([CH2:8][CH2:9][C:10]([OH:12])=[O:11])=[CH:6][CH:7]=1, predict the reactants needed to synthesize it. The reactants are: [F:1][C:2]1[CH:7]=[CH:6][C:5]([CH:8]=[CH:9][C:10]([OH:12])=[O:11])=[CH:4][CH:3]=1. (2) Given the product [OH2:14].[OH2:1].[NH2:2][C:3]1[CH:4]=[CH:5][C:6]([NH:9][C:10](=[O:16])/[CH:11]=[CH:12]\[C:13]([O-:15])=[O:14])=[CH:7][CH:8]=1.[NH2:2][C:3]1[CH:4]=[CH:5][C:6]([NH:9][C:10](=[O:16])/[CH:11]=[CH:12]\[C:13]([O-:15])=[O:14])=[CH:7][CH:8]=1.[Ba+2:26], predict the reactants needed to synthesize it. The reactants are: [OH2:1].[NH2:2][C:3]1[CH:8]=[CH:7][C:6]([NH:9][C:10](=[O:16])/[CH:11]=[CH:12]\[C:13]([OH:15])=[O:14])=[CH:5][CH:4]=1.O.O.O.O.O.O.O.O.[OH-].[Ba+2:26].[OH-]. (3) Given the product [F:12][C:10]1[CH:9]=[CH:8][C:7]([O:13][CH2:14][CH2:15][C:16]2[N:17]=[N:18][CH:19]=[CH:20][CH:21]=2)=[C:6]([CH:11]=1)[C:5]([OH:22])=[O:4], predict the reactants needed to synthesize it. The reactants are: [OH-].[Na+].C[O:4][C:5](=[O:22])[C:6]1[CH:11]=[C:10]([F:12])[CH:9]=[CH:8][C:7]=1[O:13][CH2:14][CH2:15][C:16]1[N:17]=[N:18][CH:19]=[CH:20][CH:21]=1.Cl.